From a dataset of Forward reaction prediction with 1.9M reactions from USPTO patents (1976-2016). Predict the product of the given reaction. (1) The product is: [CH2:19]([N:12]1[C:13]2[C:18](=[CH:17][CH:16]=[CH:15][CH:14]=2)[C:10]([C:8]2[O:9][C:5]([C:3]([O:2][CH3:1])=[O:4])=[CH:6][CH:7]=2)=[N:11]1)[C:20]1[CH:25]=[CH:24][CH:23]=[CH:22][CH:21]=1. Given the reactants [CH3:1][O:2][C:3]([C:5]1[O:9][C:8]([C:10]2[C:18]3[C:13](=[CH:14][CH:15]=[CH:16][CH:17]=3)[NH:12][N:11]=2)=[CH:7][CH:6]=1)=[O:4].[CH2:19](Br)[C:20]1[CH:25]=[CH:24][CH:23]=[CH:22][CH:21]=1.[H-].[Na+], predict the reaction product. (2) Given the reactants [F:1][C:2]1[CH:21]=[CH:20][C:5]([CH2:6][N:7]([CH2:16][CH:17]([CH3:19])[CH3:18])[S:8]([N:11]2[CH:15]=[CH:14][N:13]=[CH:12]2)(=[O:10])=[O:9])=[CH:4][CH:3]=1.[F:22][C:23]([F:30])([F:29])[S:24]([O:27]C)(=[O:26])=[O:25], predict the reaction product. The product is: [O-:27][S:24]([C:23]([F:30])([F:29])[F:22])(=[O:26])=[O:25].[F:1][C:2]1[CH:21]=[CH:20][C:5]([CH2:6][N:7]([CH2:16][CH:17]([CH3:19])[CH3:18])[S:8]([N:11]2[CH:15]=[CH:14][N+:13]([CH3:23])=[CH:12]2)(=[O:9])=[O:10])=[CH:4][CH:3]=1. (3) Given the reactants ClCCl.[C:4]([C:8]1[CH:9]=[C:10]([NH:21][C:22]([NH:24][C@@H:25]2[C:34]3[C:29](=[CH:30][CH:31]=[CH:32][CH:33]=3)[C@H:28]([O:35][C:36]3[CH:37]=[CH:38][C:39]4[N:40]([C:42]([N:45]5[CH2:50][CH2:49][CH2:48][CH2:47][C@@H:46]5[CH3:51])=[N:43][N:44]=4)[CH:41]=3)[CH2:27][CH2:26]2)=[O:23])[N:11]([C:13]2[CH:18]=[CH:17][C:16]([CH2:19][OH:20])=[CH:15][CH:14]=2)[N:12]=1)([CH3:7])([CH3:6])[CH3:5].CC(OI1(OC(C)=O)(OC(C)=O)OC(=O)C2C=CC=CC1=2)=O.S(S([O-])=O)([O-])(=O)=O.[Na+].[Na+].C([O-])(O)=O.[Na+], predict the reaction product. The product is: [C:4]([C:8]1[CH:9]=[C:10]([NH:21][C:22]([NH:24][C@@H:25]2[C:34]3[C:29](=[CH:30][CH:31]=[CH:32][CH:33]=3)[C@H:28]([O:35][C:36]3[CH:37]=[CH:38][C:39]4[N:40]([C:42]([N:45]5[CH2:50][CH2:49][CH2:48][CH2:47][C@@H:46]5[CH3:51])=[N:43][N:44]=4)[CH:41]=3)[CH2:27][CH2:26]2)=[O:23])[N:11]([C:13]2[CH:18]=[CH:17][C:16]([CH:19]=[O:20])=[CH:15][CH:14]=2)[N:12]=1)([CH3:7])([CH3:5])[CH3:6]. (4) Given the reactants [CH3:1][C:2](O)=O.[CH2:5]([N:12]1[CH2:17]CC(O)(C(N)=O)CC1)[C:6]1[CH:11]=[CH:10][CH:9]=[CH:8][CH:7]=1, predict the reaction product. The product is: [CH:5]1([NH:12][CH3:17])[C:6]2[C:7](=[CH:8][CH:9]=[CH:10][CH:11]=2)[CH2:2][CH2:1]1. (5) The product is: [CH2:1]([O:8][CH2:9][CH2:10][O:11][C:12]1[N:13]=[CH:14][C:15]([NH2:18])=[N:16][CH:17]=1)[C:2]1[CH:7]=[CH:6][CH:5]=[CH:4][CH:3]=1. Given the reactants [CH2:1]([O:8][CH2:9][CH2:10][O:11][C:12]1[N:13]=[CH:14][C:15]([NH:18]C(=O)OC(C)(C)C)=[N:16][CH:17]=1)[C:2]1[CH:7]=[CH:6][CH:5]=[CH:4][CH:3]=1.FC(F)(F)C(O)=O, predict the reaction product. (6) Given the reactants C(O[C:4]([C:6]1[C:7]([CH3:22])=[C:8]([C:12]([O:14][CH2:15][C:16]2[CH:21]=[CH:20][CH:19]=[CH:18][CH:17]=2)=[O:13])[S:9][C:10]=1[NH2:11])=[O:5])C.[H-].[Na+].[Br:25][C:26]1[CH:31]=[CH:30][C:29]([CH2:32][N:33]=[C:34]=[O:35])=[CH:28][CH:27]=1, predict the reaction product. The product is: [CH2:15]([O:14][C:12]([C:8]1[S:9][C:10]2[NH:11][C:34](=[O:35])[N:33]([CH2:32][C:29]3[CH:30]=[CH:31][C:26]([Br:25])=[CH:27][CH:28]=3)[C:4](=[O:5])[C:6]=2[C:7]=1[CH3:22])=[O:13])[C:16]1[CH:17]=[CH:18][CH:19]=[CH:20][CH:21]=1. (7) Given the reactants [CH:1]1[C:6]([OH:7])=[CH:5][CH:4]=[C:3]([Br:8])[CH:2]=1.[CH:9]([Si:12](Cl)([CH:16]([CH3:18])[CH3:17])[CH:13]([CH3:15])[CH3:14])([CH3:11])[CH3:10].N1C=CN=C1, predict the reaction product. The product is: [Br:8][C:3]1[CH:4]=[CH:5][C:6]([O:7][Si:12]([CH:16]([CH3:18])[CH3:17])([CH:13]([CH3:15])[CH3:14])[CH:9]([CH3:11])[CH3:10])=[CH:1][CH:2]=1.